Dataset: Forward reaction prediction with 1.9M reactions from USPTO patents (1976-2016). Task: Predict the product of the given reaction. Given the reactants [C:1]1([CH2:7][O:8][C:9]2[CH:19]=[CH:18][C:12]3[CH2:13][CH2:14][NH:15][CH2:16][CH2:17][C:11]=3[CH:10]=2)[CH:6]=[CH:5][CH:4]=[CH:3][CH:2]=1.[CH3:20][C:21]([CH3:23])=O.C(O[BH-](OC(=O)C)OC(=O)C)(=O)C.[Na+], predict the reaction product. The product is: [CH3:20][CH:21]([N:15]1[CH2:14][CH2:13][C:12]2[CH:18]=[CH:19][C:9]([O:8][CH2:7][C:1]3[CH:2]=[CH:3][CH:4]=[CH:5][CH:6]=3)=[CH:10][C:11]=2[CH2:17][CH2:16]1)[CH3:23].